From a dataset of Full USPTO retrosynthesis dataset with 1.9M reactions from patents (1976-2016). Predict the reactants needed to synthesize the given product. (1) Given the product [Cl:16][C:17]1[CH:29]=[C:21]([C:22](=[O:23])[NH:24][S:25]([CH3:28])(=[O:26])=[O:27])[C:20]([F:30])=[CH:19][C:18]=1[O:1][CH2:2][CH:3]1[CH2:8][CH2:7][N:6]([C:9]([O:11][C:12]([CH3:15])([CH3:14])[CH3:13])=[O:10])[CH2:5][CH2:4]1, predict the reactants needed to synthesize it. The reactants are: [OH:1][CH2:2][CH:3]1[CH2:8][CH2:7][N:6]([C:9]([O:11][C:12]([CH3:15])([CH3:14])[CH3:13])=[O:10])[CH2:5][CH2:4]1.[Cl:16][C:17]1[C:18](F)=[CH:19][C:20]([F:30])=[C:21]([CH:29]=1)[C:22]([NH:24][S:25]([CH3:28])(=[O:27])=[O:26])=[O:23]. (2) Given the product [Cl:29][CH2:2][C:3]1[CH:4]=[C:5]([N:15]([CH3:19])[C:16](=[O:18])[CH3:17])[CH:6]=[CH:7][C:8]=1[N:9]1[CH2:14][CH2:13][O:12][CH2:11][CH2:10]1, predict the reactants needed to synthesize it. The reactants are: O[CH2:2][C:3]1[CH:4]=[C:5]([N:15]([CH3:19])[C:16](=[O:18])[CH3:17])[CH:6]=[CH:7][C:8]=1[N:9]1[CH2:14][CH2:13][O:12][CH2:11][CH2:10]1.C(N(CC)CC)C.S(Cl)([Cl:29])=O.C(OCC)(=O)C. (3) Given the product [CH:1]([C:4]1[CH:9]=[CH:8][C:7]([C:10]2[C:12]3[C:13](=[CH:14][CH:15]=[C:16]([O:18][CH2:19][C:20]#[CH:21])[CH:17]=3)[N:22]([CH2:23][C:24]3[N:25]=[N:26][N:27]([CH2:29][CH2:30][O:31][CH3:32])[N:28]=3)[C:42](=[S:43])[N:41]=2)=[CH:6][CH:5]=1)([CH3:3])[CH3:2], predict the reactants needed to synthesize it. The reactants are: [CH:1]([C:4]1[CH:9]=[CH:8][C:7]([C:10]([C:12]2[CH:17]=[C:16]([O:18][CH2:19][C:20]#[CH:21])[CH:15]=[CH:14][C:13]=2[NH:22][CH2:23][C:24]2[N:25]=[N:26][N:27]([CH2:29][CH2:30][O:31][CH3:32])[N:28]=2)=O)=[CH:6][CH:5]=1)([CH3:3])[CH3:2].C([N:41]=[C:42]=[S:43])(=O)C1C=CC=CC=1. (4) Given the product [CH2:25]([O:24][C:22]([C:20]1[N:21]=[C:17]([N:8]2[CH2:7][CH2:6][CH:5]([O:4][C:3]3[CH:11]=[C:12]([F:15])[CH:13]=[CH:14][C:2]=3[Br:1])[CH2:10][CH2:9]2)[O:18][CH:19]=1)=[O:23])[CH3:26], predict the reactants needed to synthesize it. The reactants are: [Br:1][C:2]1[CH:14]=[CH:13][C:12]([F:15])=[CH:11][C:3]=1[O:4][CH:5]1[CH2:10][CH2:9][NH:8][CH2:7][CH2:6]1.Cl[C:17]1[O:18][CH:19]=[C:20]([C:22]([O:24][CH2:25][CH3:26])=[O:23])[N:21]=1.CCN(C(C)C)C(C)C. (5) Given the product [CH2:10]([N:12]1[CH2:17][CH2:16][N:15]([C:2]2[N:7]=[CH:6][C:5]([CH:8]=[O:9])=[CH:4][CH:3]=2)[CH2:14][CH2:13]1)[CH3:11], predict the reactants needed to synthesize it. The reactants are: Cl[C:2]1[N:7]=[CH:6][C:5]([CH:8]=[O:9])=[CH:4][CH:3]=1.[CH2:10]([N:12]1[CH2:17][CH2:16][NH:15][CH2:14][CH2:13]1)[CH3:11]. (6) Given the product [CH3:1][C:2]1([CH3:22])[CH2:7][O:6][C:5]([CH2:14][S:15][CH2:16][C:17]([OH:19])=[O:18])([C:8]2[CH:13]=[CH:12][CH:11]=[CH:10][CH:9]=2)[O:4][CH2:3]1, predict the reactants needed to synthesize it. The reactants are: [CH3:1][C:2]1([CH3:22])[CH2:7][O:6][C:5]([CH2:14][S:15][CH2:16][C:17]([O:19]CC)=[O:18])([C:8]2[CH:13]=[CH:12][CH:11]=[CH:10][CH:9]=2)[O:4][CH2:3]1.[Li+].[OH-]. (7) Given the product [Cl:16][CH2:8][CH2:7][CH2:6][CH2:5][CH:4]([O:3][CH2:1][CH3:2])[CH2:10][CH3:11], predict the reactants needed to synthesize it. The reactants are: [CH2:1]([O:3][CH:4]([CH2:10][CH3:11])[CH2:5][CH2:6][CH2:7][CH2:8]O)[CH3:2].CS([Cl:16])(=O)=O.N1C=CC=CC=1.